Dataset: NCI-60 drug combinations with 297,098 pairs across 59 cell lines. Task: Regression. Given two drug SMILES strings and cell line genomic features, predict the synergy score measuring deviation from expected non-interaction effect. (1) Drug 1: CC1=C2C(C(=O)C3(C(CC4C(C3C(C(C2(C)C)(CC1OC(=O)C(C(C5=CC=CC=C5)NC(=O)OC(C)(C)C)O)O)OC(=O)C6=CC=CC=C6)(CO4)OC(=O)C)OC)C)OC. Drug 2: CC1=CC2C(CCC3(C2CCC3(C(=O)C)OC(=O)C)C)C4(C1=CC(=O)CC4)C. Cell line: SNB-75. Synergy scores: CSS=37.4, Synergy_ZIP=10.5, Synergy_Bliss=9.30, Synergy_Loewe=-32.3, Synergy_HSA=5.32. (2) Drug 1: CC1=CC=C(C=C1)C2=CC(=NN2C3=CC=C(C=C3)S(=O)(=O)N)C(F)(F)F. Drug 2: C1CN1C2=NC(=NC(=N2)N3CC3)N4CC4. Cell line: HOP-62. Synergy scores: CSS=33.1, Synergy_ZIP=-1.47, Synergy_Bliss=1.00, Synergy_Loewe=-25.0, Synergy_HSA=-0.443. (3) Cell line: TK-10. Drug 2: CNC(=O)C1=NC=CC(=C1)OC2=CC=C(C=C2)NC(=O)NC3=CC(=C(C=C3)Cl)C(F)(F)F. Drug 1: CC1=C(C(CCC1)(C)C)C=CC(=CC=CC(=CC(=O)O)C)C. Synergy scores: CSS=2.69, Synergy_ZIP=9.59, Synergy_Bliss=11.4, Synergy_Loewe=4.72, Synergy_HSA=6.15. (4) Synergy scores: CSS=-0.406, Synergy_ZIP=-0.105, Synergy_Bliss=-0.495, Synergy_Loewe=-6.12, Synergy_HSA=-3.86. Drug 2: COCCOC1=C(C=C2C(=C1)C(=NC=N2)NC3=CC=CC(=C3)C#C)OCCOC.Cl. Cell line: NCI-H226. Drug 1: CN(CCCl)CCCl.Cl. (5) Drug 1: CCC1=CC2CC(C3=C(CN(C2)C1)C4=CC=CC=C4N3)(C5=C(C=C6C(=C5)C78CCN9C7C(C=CC9)(C(C(C8N6C)(C(=O)OC)O)OC(=O)C)CC)OC)C(=O)OC.C(C(C(=O)O)O)(C(=O)O)O. Drug 2: CC1=C(C(CCC1)(C)C)C=CC(=CC=CC(=CC(=O)O)C)C. Cell line: 786-0. Synergy scores: CSS=29.8, Synergy_ZIP=2.24, Synergy_Bliss=4.47, Synergy_Loewe=-19.2, Synergy_HSA=4.04.